This data is from Catalyst prediction with 721,799 reactions and 888 catalyst types from USPTO. The task is: Predict which catalyst facilitates the given reaction. (1) Reactant: C([O:4][C:5]1[C:6]([CH3:21])=[C:7]2[C:15](=[C:16]([CH3:19])[C:17]=1[CH3:18])[O:14][C:10]1([CH2:13][CH2:12][CH2:11]1)[CH2:9][C:8]2=[O:20])(=O)C.C[Si]([C:26]#[N:27])(C)C.C1COCC1.[H-].[Al+3].[Li+].[H-].[H-].[H-]. Product: [NH2:27][CH2:26][C:8]1([OH:20])[C:7]2[C:15](=[C:16]([CH3:19])[C:17]([CH3:18])=[C:5]([OH:4])[C:6]=2[CH3:21])[O:14][C:10]2([CH2:11][CH2:12][CH2:13]2)[CH2:9]1. The catalyst class is: 25. (2) Reactant: [NH2:1][C:2]1[CH:7]=[CH:6][C:5]([CH2:8][CH2:9][C:10]2[S:14][C:13]([NH:15][C:16](=[O:18])[CH3:17])=[N:12][CH:11]=2)=[CH:4][CH:3]=1.[C:19]([O:23][C:24]([NH:26][C:27](N1C=CC=N1)=[N:28][C:29]([O:31][C:32]([CH3:35])([CH3:34])[CH3:33])=[O:30])=[O:25])([CH3:22])([CH3:21])[CH3:20].CN(C)C=O. Product: [C:19]([O:23][C:24](=[O:25])[NH:26][CH:27]([NH:1][C:2]1[CH:7]=[CH:6][C:5]([CH2:8][CH2:9][C:10]2[S:14][C:13]([NH:15][C:16](=[O:18])[CH3:17])=[N:12][CH:11]=2)=[CH:4][CH:3]=1)[NH:28][C:29](=[O:30])[O:31][C:32]([CH3:35])([CH3:34])[CH3:33])([CH3:22])([CH3:20])[CH3:21]. The catalyst class is: 7. (3) Reactant: [NH:1]1[CH2:6][CH2:5][CH:4]=[CH:3][CH2:2]1.[CH3:7][N:8]([CH3:21])[C:9]1[CH:10]=[CH:11][C:12]2[N:13]([CH:15]=[C:16]([C:18](O)=[O:19])[N:17]=2)[CH:14]=1.Cl.CN(C)CCCN=C=NCC. Product: [N:1]1([C:18]([C:16]2[N:17]=[C:12]3[CH:11]=[CH:10][C:9]([N:8]([CH3:7])[CH3:21])=[CH:14][N:13]3[CH:15]=2)=[O:19])[CH2:6][CH2:5][CH:4]=[CH:3][CH2:2]1. The catalyst class is: 17. (4) Reactant: [OH:1][C:2]1[CH:7]=[CH:6][C:5]([C:8](=O)/[CH:9]=[CH:10]/[C:11]2[CH:19]=[CH:18][C:14]([C:15]([OH:17])=[O:16])=[CH:13][CH:12]=2)=[CH:4][C:3]=1[CH3:21].[NH2:22][C:23]([NH2:25])=[O:24]. Product: [OH:1][C:2]1[CH:7]=[CH:6][C:5]([C:8]2[CH:9]=[C:10]([C:11]3[CH:19]=[CH:18][C:14]([C:15]([OH:17])=[O:16])=[CH:13][CH:12]=3)[NH:22][C:23](=[O:24])[N:25]=2)=[CH:4][C:3]=1[CH3:21]. The catalyst class is: 89. (5) Reactant: [BrH:1].BrC[C:4]1[CH:5]=[C:6]2[C:10](=[CH:11][CH:12]=1)[NH:9][N:8]=[CH:7]2.[O:13]1[CH:18]=[CH:17][CH2:16][CH2:15][CH2:14]1.Cl[CH2:20]Cl. Product: [Br:1][CH2:20][C:5]1[CH:4]=[CH:12][CH:11]=[C:10]2[C:6]=1[CH:7]=[N:8][N:9]2[CH:18]1[CH2:17][CH2:16][CH2:15][CH2:14][O:13]1. The catalyst class is: 7. (6) Reactant: C(OC(=O)[NH:7][C:8]1[CH:13]=[C:12]([CH3:14])[C:11]([C:15]([F:18])([F:17])[F:16])=[CH:10][C:9]=1[NH:19][C:20](=[O:37])[CH2:21][C:22]([C:24]1[CH:29]=[CH:28][CH:27]=[C:26]([C:30]2[CH:35]=[N:34][CH:33]=[C:32]([CH3:36])[N:31]=2)[CH:25]=1)=O)(C)(C)C.C(O)(C(F)(F)F)=O. Product: [CH3:14][C:12]1[C:11]([C:15]([F:17])([F:16])[F:18])=[CH:10][C:9]2[NH:19][C:20](=[O:37])[CH2:21][C:22]([C:24]3[CH:29]=[CH:28][CH:27]=[C:26]([C:30]4[CH:35]=[N:34][CH:33]=[C:32]([CH3:36])[N:31]=4)[CH:25]=3)=[N:7][C:8]=2[CH:13]=1. The catalyst class is: 2. (7) Reactant: [CH2:1]([CH:3]([CH2:20][CH3:21])[C:4]([NH:6][C:7]1[CH:12]=[CH:11][C:10]([N:13]2[CH2:18][CH2:17][NH:16][CH2:15][CH2:14]2)=[C:9]([F:19])[CH:8]=1)=[O:5])[CH3:2].Br[CH:23]([C:31]1[CH:36]=[CH:35][CH:34]=[CH:33][CH:32]=1)[C:24]([N:26]([CH2:29][CH3:30])[CH2:27][CH3:28])=[O:25].C([O-])([O-])=O.[Na+].[Na+]. Product: [NH3:6].[CH2:29]([N:26]([CH2:27][CH3:28])[C:24]([CH:23]([C:31]1[CH:36]=[CH:35][CH:34]=[CH:33][CH:32]=1)[N:16]1[CH2:15][CH2:14][N:13]([C:10]2[CH:11]=[CH:12][C:7]([NH:6][C:4](=[O:5])[CH:3]([CH2:1][CH3:2])[CH2:20][CH3:21])=[CH:8][C:9]=2[F:19])[CH2:18][CH2:17]1)=[O:25])[CH3:30]. The catalyst class is: 31. (8) Reactant: [C:1]([O:5][C:6]([N:8]([C:26]([O:28][C:29]([CH3:32])([CH3:31])[CH3:30])=[O:27])[C:9]1[O:17][C:16]2[C:11](=[N:12][CH:13]=[C:14]([C:18]([CH3:20])=[CH2:19])[CH:15]=2)[C:10]=1[C:21]([O:23][CH2:24][CH3:25])=[O:22])=[O:7])([CH3:4])([CH3:3])[CH3:2]. Product: [C:29]([O:28][C:26]([N:8]([C:6]([O:5][C:1]([CH3:4])([CH3:3])[CH3:2])=[O:7])[C:9]1[O:17][C:16]2[C:11](=[N:12][CH:13]=[C:14]([CH:18]([CH3:19])[CH3:20])[CH:15]=2)[C:10]=1[C:21]([O:23][CH2:24][CH3:25])=[O:22])=[O:27])([CH3:30])([CH3:31])[CH3:32]. The catalyst class is: 19. (9) The catalyst class is: 11. Product: [CH2:2]([N:9]1[CH:13]=[CH:12][C:11]([C:26]2[CH:27]=[C:28]([Cl:33])[CH:29]=[C:30]([Cl:32])[CH:31]=2)([C:22]([F:25])([F:24])[F:23])[CH2:10]1)[C:3]1[CH:8]=[CH:7][CH:6]=[CH:5][CH:4]=1. Reactant: [Cl-].[CH2:2]([NH+:9]1[CH2:13][CH:12](S(C2C=CC=CC=2)=O)[C:11]([C:26]2[CH:31]=[C:30]([Cl:32])[CH:29]=[C:28]([Cl:33])[CH:27]=2)([C:22]([F:25])([F:24])[F:23])[CH2:10]1)[C:3]1[CH:8]=[CH:7][CH:6]=[CH:5][CH:4]=1.C(=O)([O-])[O-].[Na+].[Na+].O. (10) Reactant: C([Li])CCC.C(NC(C)C)(C)C.[Br:13][C:14]1[CH:15]=[N:16][S:17][CH:18]=1.[C:19](C#N)(=[O:22])[O:20][CH3:21]. Product: [Br:13][C:14]1[CH:15]=[N:16][S:17][C:18]=1[C:19]([O:20][CH3:21])=[O:22]. The catalyst class is: 7.